The task is: Predict the product of the given reaction.. This data is from Forward reaction prediction with 1.9M reactions from USPTO patents (1976-2016). (1) Given the reactants [C:1](=[S:3])=S.[NH2:4][C:5]1[CH:13]=[CH:12][C:8]([C:9]([OH:11])=[O:10])=[CH:7][CH:6]=1.C(N(CC)CC)C.BrBr.Cl.S([O-])([O-])=O.[Na+].[Na+], predict the reaction product. The product is: [N:4]([C:5]1[CH:13]=[CH:12][C:8]([C:9]([OH:11])=[O:10])=[CH:7][CH:6]=1)=[C:1]=[S:3]. (2) Given the reactants [Cl:1][C:2]1[CH:3]=[C:4]([C:8]2[C:17]3[C:12](=[CH:13][CH:14]=[C:15]([C:18]([C:20]4[S:21][C:22]([Cl:25])=[CH:23][CH:24]=4)=[O:19])[CH:16]=3)[N:11]([CH3:26])[C:10](=[O:27])[CH:9]=2)[CH:5]=[CH:6][CH:7]=1.[BH4-].[Na+], predict the reaction product. The product is: [Cl:1][C:2]1[CH:3]=[C:4]([C:8]2[C:17]3[C:12](=[CH:13][CH:14]=[C:15]([CH:18]([C:20]4[S:21][C:22]([Cl:25])=[CH:23][CH:24]=4)[OH:19])[CH:16]=3)[N:11]([CH3:26])[C:10](=[O:27])[CH:9]=2)[CH:5]=[CH:6][CH:7]=1.